From a dataset of Forward reaction prediction with 1.9M reactions from USPTO patents (1976-2016). Predict the product of the given reaction. Given the reactants [Li+].[CH3:2]C([N-]C(C)C)C.[C:9]1([S:15]([N:18]2[C:26]3[C:21](=[CH:22][C:23]([Br:28])=[CH:24][C:25]=3[F:27])[CH:20]=[CH:19]2)(=[O:17])=[O:16])[CH:14]=[CH:13][CH:12]=[CH:11][CH:10]=1.IC, predict the reaction product. The product is: [C:9]1([S:15]([N:18]2[C:26]3[C:21](=[CH:22][C:23]([Br:28])=[CH:24][C:25]=3[F:27])[CH:20]=[C:19]2[CH3:2])(=[O:17])=[O:16])[CH:10]=[CH:11][CH:12]=[CH:13][CH:14]=1.